From a dataset of Forward reaction prediction with 1.9M reactions from USPTO patents (1976-2016). Predict the product of the given reaction. (1) Given the reactants [Br:1][C:2]1[N:7]=[CH:6][C:5]2[N:8]=[C:9]([C:17](=[N:20][OH:21])[C:18]#[N:19])[N:10]([C:11]3[CH:16]=[CH:15][CH:14]=[CH:13][CH:12]=3)[C:4]=2[CH:3]=1.C([N:24](CC)CC)C.NO.O, predict the reaction product. The product is: [Br:1][C:2]1[N:7]=[CH:6][C:5]2[N:8]=[C:9]([C:17]3[C:18]([NH2:24])=[N:19][O:21][N:20]=3)[N:10]([C:11]3[CH:16]=[CH:15][CH:14]=[CH:13][CH:12]=3)[C:4]=2[CH:3]=1. (2) Given the reactants I[C:2]1[CH:8]=[CH:7][C:5]([NH2:6])=[CH:4][C:3]=1[O:9][CH2:10][C:11]([F:14])([F:13])[F:12].[O-]P([O-])([O-])=O.[K+].[K+].[K+].[CH3:23][C:24]1[CH:29]=[CH:28][N:27]=[CH:26][C:25]=1B(O)O.O1CCOCC1, predict the reaction product. The product is: [CH3:23][C:24]1[CH:29]=[CH:28][N:27]=[CH:26][C:25]=1[C:2]1[CH:8]=[CH:7][C:5]([NH2:6])=[CH:4][C:3]=1[O:9][CH2:10][C:11]([F:14])([F:13])[F:12]. (3) Given the reactants Cl.Cl.[CH2:3]([C:7]1[N:8]=[N:9][C:10]([O:26][CH:27]2[CH2:32][CH2:31][N:30]([CH3:33])[CH2:29][CH2:28]2)=[CH:11][C:12]=1[C:13]1[CH:18]=[CH:17][C:16]([O:19][CH:20]2[CH2:25][CH2:24][CH2:23][CH2:22][CH2:21]2)=[CH:15][CH:14]=1)[CH2:4][CH2:5][CH3:6].[C:34]([O:38][C:39](=[O:42])[CH:40]=C)([CH3:37])([CH3:36])[CH3:35], predict the reaction product. The product is: [C:34]([O:38][C:39](=[O:42])[CH2:40][CH2:33][N:30]1[CH2:31][CH2:32][CH:27]([O:26][C:10]2[N:9]=[N:8][C:7]([CH2:3][CH2:4][CH2:5][CH3:6])=[C:12]([C:13]3[CH:14]=[CH:15][C:16]([O:19][CH:20]4[CH2:25][CH2:24][CH2:23][CH2:22][CH2:21]4)=[CH:17][CH:18]=3)[CH:11]=2)[CH2:28][CH2:29]1)([CH3:37])([CH3:36])[CH3:35]. (4) Given the reactants BrC1C=CC(S(Cl)(=O)=O)=C(F)C=1C(F)F.[Br:16][C:17]1[C:26]2[C:21](=[CH:22][CH:23]=[CH:24][CH:25]=2)[C:20]([S:27](Cl)(=[O:29])=[O:28])=[CH:19][CH:18]=1.[CH3:31][C:32]([NH2:35])([CH3:34])[CH3:33], predict the reaction product. The product is: [Br:16][C:17]1[C:26]2[C:21](=[CH:22][CH:23]=[CH:24][CH:25]=2)[C:20]([S:27]([NH:35][C:32]([CH3:34])([CH3:33])[CH3:31])(=[O:29])=[O:28])=[CH:19][CH:18]=1. (5) Given the reactants [Br:1][C:2]1[CH:7]=[CH:6][CH:5]=[CH:4][C:3]=1[S:8](Cl)(=[O:10])=[O:9].[C:12]([NH2:16])([CH3:15])([CH3:14])[CH3:13], predict the reaction product. The product is: [Br:1][C:2]1[CH:7]=[CH:6][CH:5]=[CH:4][C:3]=1[S:8]([NH:16][C:12]([CH3:15])([CH3:14])[CH3:13])(=[O:10])=[O:9]. (6) Given the reactants C([O-])(=O)C.[Na+].Cl.[NH2:7][OH:8].[OH:9][CH:10]1[CH2:14][CH2:13][C:12](=O)[C:11]1([CH3:17])[CH3:16].Cl, predict the reaction product. The product is: [OH:9][CH:10]1[CH2:14][CH2:13][C:12](=[N:7][OH:8])[C:11]1([CH3:17])[CH3:16].